Dataset: Full USPTO retrosynthesis dataset with 1.9M reactions from patents (1976-2016). Task: Predict the reactants needed to synthesize the given product. Given the product [OH:4][C:5]1[C:10]2[CH:11]=[CH:12][O:13][C:9]=2[CH:8]=[C:7]([C:14]([O:16][CH2:17][CH3:18])=[O:15])[CH:6]=1, predict the reactants needed to synthesize it. The reactants are: C([O:4][C:5]1[C:10]2[CH:11]=[CH:12][O:13][C:9]=2[CH:8]=[C:7]([C:14]([O:16][CH2:17][CH3:18])=[O:15])[CH:6]=1)(=O)C.C(=O)([O-])[O-].[K+].[K+].Cl.